Dataset: Reaction yield outcomes from USPTO patents with 853,638 reactions. Task: Predict the reaction yield, written as a fraction of the theoretical maximum amount of product (1.0 means a 100% yield; for example, 0.34 means a 34% yield). (1) The reactants are [C:1](#[N:10])[CH:2]=[CH:3][C:4]1[CH:9]=[CH:8][CH:7]=[CH:6][CH:5]=1.[NH2:11][OH:12]. The catalyst is CCO. The product is [OH:12][N:11]=[C:1]([NH2:10])[CH:2]=[CH:3][C:4]1[CH:9]=[CH:8][CH:7]=[CH:6][CH:5]=1. The yield is 0.700. (2) The reactants are [NH2:1][C:2]1[NH:6][N:5]=[C:4]([NH:7][C:8]2[CH:9]=[N:10][CH:11]=[CH:12][CH:13]=2)[C:3]=1[C:14]([NH2:16])=[O:15].[OH:17][C:18]1[CH:19]=[C:20]([CH:23]=[CH:24][CH:25]=1)[CH:21]=O. The catalyst is CCO.N1CCCCC1. The product is [OH:17][C:18]1[CH:19]=[C:20]([CH:23]=[CH:24][CH:25]=1)[CH:21]=[N:1][C:2]1[NH:6][N:5]=[C:4]([NH:7][C:8]2[CH:9]=[N:10][CH:11]=[CH:12][CH:13]=2)[C:3]=1[C:14]([NH2:16])=[O:15]. The yield is 0.550.